From a dataset of Catalyst prediction with 721,799 reactions and 888 catalyst types from USPTO. Predict which catalyst facilitates the given reaction. (1) Reactant: [CH3:1][NH:2][CH2:3][CH2:4][C:5]([N:7]1[CH2:16][CH2:15][C:14]2[C:9](=[CH:10][C:11]([O:19][CH3:20])=[C:12]([O:17][CH3:18])[CH:13]=2)[C:8]21[CH2:25][CH2:24][CH:23]([C:26]([N:28]1[CH2:33][CH2:32][N:31]([C:34]3[N:35](CC4C=CC=CC=4)[CH:36]=[CH:37][N:38]=3)[CH2:30][CH2:29]1)=[O:27])[CH2:22][CH:21]2[CH:46]1[C:55]2[C:50](=[CH:51][C:52]([O:58][CH3:59])=[C:53]([O:56][CH3:57])[CH:54]=2)[CH2:49][CH2:48][N:47]1[CH2:60][CH3:61])=[O:6].C([O-])=O.[NH4+]. Product: [CH3:1][NH:2][CH2:3][CH2:4][C:5]([N:7]1[CH2:16][CH2:15][C:14]2[C:9](=[CH:10][C:11]([O:19][CH3:20])=[C:12]([O:17][CH3:18])[CH:13]=2)[C:8]21[CH2:25][CH2:24][CH:23]([C:26]([N:28]1[CH2:33][CH2:32][N:31]([C:34]3[NH:38][CH:37]=[CH:36][N:35]=3)[CH2:30][CH2:29]1)=[O:27])[CH2:22][CH:21]2[CH:46]1[C:55]2[C:50](=[CH:51][C:52]([O:58][CH3:59])=[C:53]([O:56][CH3:57])[CH:54]=2)[CH2:49][CH2:48][N:47]1[CH2:60][CH3:61])=[O:6]. The catalyst class is: 129. (2) Reactant: [CH2:1]([O:13][S:14]([O-:17])(=[O:16])=[O:15])[CH2:2][CH2:3][CH2:4][CH2:5][CH2:6][CH2:7][CH2:8][CH2:9][CH2:10][CH2:11][CH3:12].[Na+].[Cl-].[CH2:20]([NH+:22]1[CH:26]=[CH:25][N:24]([CH3:27])[CH2:23]1)[CH3:21]. Product: [CH2:1]([O:13][S:14]([O-:17])(=[O:16])=[O:15])[CH2:2][CH2:3][CH2:4][CH2:5][CH2:6][CH2:7][CH2:8][CH2:9][CH2:10][CH2:11][CH3:12].[CH2:20]([NH+:22]1[CH:26]=[CH:25][N:24]([CH3:27])[CH2:23]1)[CH3:21]. The catalyst class is: 21. (3) Reactant: [Br:1][C:2]1[CH:3]=[N:4][C:5](Cl)=[N:6][CH:7]=1.CC(C)([O-])C.[K+].[CH2:15]([OH:18])[CH:16]=[CH2:17]. Product: [CH2:15]([O:18][C:5]1[N:4]=[CH:3][C:2]([Br:1])=[CH:7][N:6]=1)[CH:16]=[CH2:17]. The catalyst class is: 30. (4) Reactant: C(OCC)C.C([Mg]Br)C.[C:10]1([S:16]([N:19]2[C:27]3[C:22](=[CH:23][C:24]([F:29])=[CH:25][C:26]=3[F:28])[C:21](I)=[CH:20]2)(=[O:18])=[O:17])[CH:15]=[CH:14][CH:13]=[CH:12][CH:11]=1.[CH2:31]([N:38]([CH2:43][C:44]1[CH:49]=[CH:48][CH:47]=[CH:46][CH:45]=1)[CH:39]([CH3:42])[CH:40]=[O:41])[C:32]1[CH:37]=[CH:36][CH:35]=[CH:34][CH:33]=1. Product: [CH2:43]([N:38]([CH:39]([CH3:42])[CH:40]([C:21]1[C:22]2[C:27](=[C:26]([F:28])[CH:25]=[C:24]([F:29])[CH:23]=2)[N:19]([S:16]([C:10]2[CH:15]=[CH:14][CH:13]=[CH:12][CH:11]=2)(=[O:18])=[O:17])[CH:20]=1)[OH:41])[CH2:31][C:32]1[CH:37]=[CH:36][CH:35]=[CH:34][CH:33]=1)[C:44]1[CH:49]=[CH:48][CH:47]=[CH:46][CH:45]=1. The catalyst class is: 7.